Dataset: Retrosynthesis with 50K atom-mapped reactions and 10 reaction types from USPTO. Task: Predict the reactants needed to synthesize the given product. (1) Given the product CN1C(=O)C(=O)c2cccc(F)c21, predict the reactants needed to synthesize it. The reactants are: CI.O=C1Nc2c(F)cccc2C1=O. (2) Given the product Cn1cc(Cn2ccc(CCc3ccc(Oc4cccc(C(F)(F)F)c4)c(C#N)c3)nc2=O)cn1, predict the reactants needed to synthesize it. The reactants are: Cn1cc(CCl)cn1.N#Cc1cc(CCc2cc[nH]c(=O)n2)ccc1Oc1cccc(C(F)(F)F)c1.